This data is from Catalyst prediction with 721,799 reactions and 888 catalyst types from USPTO. The task is: Predict which catalyst facilitates the given reaction. (1) Reactant: [NH2:1][C:2]1[C:7]([Cl:8])=[CH:6][C:5]([C:9]([F:12])([F:11])[F:10])=[CH:4][N:3]=1.[C:13]1(=O)[CH2:18][CH2:17][CH2:16][C:15](=[O:19])[CH2:14]1.O.C1(C)C=CC(S(O)(=O)=O)=CC=1.C(=O)(O)[O-].[Na+]. Product: [Cl:8][C:7]1[C:2]([NH:1][C:13]2[CH2:18][CH2:17][CH2:16][C:15](=[O:19])[CH:14]=2)=[N:3][CH:4]=[C:5]([C:9]([F:12])([F:10])[F:11])[CH:6]=1. The catalyst class is: 11. (2) Reactant: [OH:1][CH2:2][CH:3]([NH:32][CH2:33][C:34]([O:36]C(C)(C)C)=[O:35])[C:4]1[CH:9]=[CH:8][C:7]([C:10]2[N:14]=[C:13]([C:15]3[CH:20]=[CH:19][C:18]([C:21]4[CH:26]=[CH:25][CH:24]=[CH:23][C:22]=4[CH3:27])=[C:17]([C:28]([F:31])([F:30])[F:29])[CH:16]=3)[O:12][N:11]=2)=[CH:6][CH:5]=1.Cl. Product: [OH:1][CH2:2][CH:3]([NH:32][CH2:33][C:34]([OH:36])=[O:35])[C:4]1[CH:5]=[CH:6][C:7]([C:10]2[N:14]=[C:13]([C:15]3[CH:20]=[CH:19][C:18]([C:21]4[CH:26]=[CH:25][CH:24]=[CH:23][C:22]=4[CH3:27])=[C:17]([C:28]([F:29])([F:30])[F:31])[CH:16]=3)[O:12][N:11]=2)=[CH:8][CH:9]=1. The catalyst class is: 12. (3) Reactant: [NH2:1][C:2]1[CH:7]=[CH:6][N:5]([CH:8]2[CH2:12][O:11][CH:10]([CH2:13][OH:14])[O:9]2)[C:4](=[O:15])[N:3]=1.[C:16]1([CH2:22][CH2:23][CH2:24][CH2:25][CH2:26][CH2:27][CH2:28][C:29](O)=[O:30])[CH:21]=[CH:20][CH:19]=[CH:18][CH:17]=1.CCN=C=NCCCN(C)C.C([O-])(O)=O.[Na+]. Product: [NH2:1][C:2]1[CH:7]=[CH:6][N:5]([CH:8]2[CH2:12][O:11][CH:10]([CH2:13][O:14][C:29](=[O:30])[CH2:28][CH2:27][CH2:26][CH2:25][CH2:24][CH2:23][CH2:22][C:16]3[CH:17]=[CH:18][CH:19]=[CH:20][CH:21]=3)[O:9]2)[C:4](=[O:15])[N:3]=1. The catalyst class is: 241.